Dataset: Full USPTO retrosynthesis dataset with 1.9M reactions from patents (1976-2016). Task: Predict the reactants needed to synthesize the given product. (1) Given the product [F:23][C:24]1[CH:25]=[CH:26][C:27]([CH2:30][O:31][C:32]2[CH:37]=[CH:36][N:35]([C:2]3[CH:3]=[CH:4][C:5]4[O:22][C:9]5[CH2:10][N:11]([C:15]([O:17][C:18]([CH3:21])([CH3:20])[CH3:19])=[O:16])[CH2:12][CH2:13][CH2:14][C:8]=5[C:6]=4[CH:7]=3)[C:34](=[O:38])[CH:33]=2)=[N:28][CH:29]=1, predict the reactants needed to synthesize it. The reactants are: Br[C:2]1[CH:3]=[CH:4][C:5]2[O:22][C:9]3[CH2:10][N:11]([C:15]([O:17][C:18]([CH3:21])([CH3:20])[CH3:19])=[O:16])[CH2:12][CH2:13][CH2:14][C:8]=3[C:6]=2[CH:7]=1.[F:23][C:24]1[CH:25]=[CH:26][C:27]([CH2:30][O:31][C:32]2[CH:37]=[CH:36][NH:35][C:34](=[O:38])[CH:33]=2)=[N:28][CH:29]=1. (2) Given the product [F:23][C:18]1[CH:19]=[CH:20][CH:21]=[CH:22][C:17]=1[S:14]([NH:13][C:3]1[CH:4]=[CH:5][C:6]2[CH2:7][CH2:8][CH:9]=[C:10]([CH3:12])[C:11]=2[C:2]=1[C:24]([O:25][CH3:30])=[O:27])(=[O:16])=[O:15], predict the reactants needed to synthesize it. The reactants are: Br[C:2]1[C:11]2[C:10]([CH3:12])=[CH:9][CH2:8][CH2:7][C:6]=2[CH:5]=[CH:4][C:3]=1[NH:13][S:14]([C:17]1[CH:22]=[CH:21][CH:20]=[CH:19][C:18]=1[F:23])(=[O:16])=[O:15].[C:24](=[O:27])([O-])[O-:25].[Li+].[Li+].[CH2:30](Cl)Cl.[C]=O. (3) Given the product [NH2:7][C:8]1[S:9][CH:10]=[C:11]([CH2:13][N:14]([CH3:22])[C:15]([C@H:17]2[CH2:21][CH2:20][CH2:19][O:18]2)=[O:16])[N:12]=1, predict the reactants needed to synthesize it. The reactants are: C(OC(=O)[NH:7][C:8]1[S:9][CH:10]=[C:11]([CH2:13][N:14]([CH3:22])[C:15]([C@H:17]2[CH2:21][CH2:20][CH2:19][O:18]2)=[O:16])[N:12]=1)(C)(C)C.C(O)(C(F)(F)F)=O. (4) Given the product [CH:20]1([O:19][C:16]2[CH:17]=[CH:18][C:13]([S:10]([C:3]3[C:2]([CH3:1])=[CH:7][C:6]([CH3:8])=[CH:5][C:4]=3[CH3:9])(=[O:12])=[O:11])=[CH:14][CH:15]=2)[CH2:25][CH2:24][CH2:23][CH2:22][CH2:21]1, predict the reactants needed to synthesize it. The reactants are: [CH3:1][C:2]1[CH:7]=[C:6]([CH3:8])[CH:5]=[C:4]([CH3:9])[C:3]=1[S:10]([C:13]1[CH:18]=[CH:17][C:16]([OH:19])=[CH:15][CH:14]=1)(=[O:12])=[O:11].[CH:20]1[CH:25]=[CH:24][C:23](P([C:20]2[CH:25]=[CH:24][CH:23]=[CH:22][CH:21]=2)[C:20]2[CH:25]=[CH:24][CH:23]=[CH:22][CH:21]=2)=[CH:22][CH:21]=1.C1(O)CCCCC1.CC(OC(/N=N/C(OC(C)C)=O)=O)C. (5) Given the product [CH3:1][O:2][C:3]1[N:8]=[CH:7][C:6]2=[N:9][C:13]([C:12]([F:21])([F:20])[F:11])=[C:14]([OH:15])[N:10]=[C:5]2[CH:4]=1.[CH3:1][O:2][C:3]1[N:8]=[CH:7][C:6]2=[N:9][C:14]([OH:16])=[C:13]([C:12]([F:11])([F:20])[F:21])[N:10]=[C:5]2[CH:4]=1, predict the reactants needed to synthesize it. The reactants are: [CH3:1][O:2][C:3]1[N:8]=[CH:7][C:6]([NH2:9])=[C:5]([NH2:10])[CH:4]=1.[F:11][C:12]([F:21])([F:20])[C:13](=O)[C:14]([O:16]CC)=[O:15]. (6) Given the product [CH2:14]([Sn:5]([CH2:1][CH2:2][CH2:3][CH3:4])([O:6][C:7](=[O:9])[CH3:8])[O:10][Sn:22]([CH2:18][CH2:19][CH2:20][CH3:21])([CH2:27][CH2:28][CH2:29][CH3:30])[O:23][C:24](=[O:26])[CH3:25])[CH2:15][CH2:16][CH3:17], predict the reactants needed to synthesize it. The reactants are: [CH2:1]([Sn:5]([CH2:14][CH2:15][CH2:16][CH3:17])([O:10]C(=O)C)[O:6][C:7](=[O:9])[CH3:8])[CH2:2][CH2:3][CH3:4].[CH2:18]([Sn:22](CCCC)([CH2:27][CH2:28][CH2:29][CH3:30])[O:23][C:24](=[O:26])[CH3:25])[CH2:19][CH2:20][CH3:21]. (7) Given the product [Br:1][C:2]1[CH:3]=[C:4]([C:5]([N:16]2[CH2:17][CH2:18][N:13]([CH3:12])[CH2:14][CH2:15]2)=[O:7])[CH:8]=[C:9]([I:11])[CH:10]=1, predict the reactants needed to synthesize it. The reactants are: [Br:1][C:2]1[CH:3]=[C:4]([CH:8]=[C:9]([I:11])[CH:10]=1)[C:5]([OH:7])=O.[CH3:12][N:13]1[CH2:18][CH2:17][NH:16][CH2:15][CH2:14]1.CCN(C(C)C)C(C)C.